This data is from Reaction yield outcomes from USPTO patents with 853,638 reactions. The task is: Predict the reaction yield, written as a fraction of the theoretical maximum amount of product (1.0 means a 100% yield; for example, 0.34 means a 34% yield). The reactants are CI.[C:3](=[O:6])([O-])[O-].[K+].[K+].[Cl:9][C:10]1[CH:15]=[CH:14][CH:13]=[C:12]([F:16])[C:11]=1O. The catalyst is O1CCCC1. The product is [Cl:9][C:10]1[CH:15]=[CH:14][CH:13]=[C:12]([F:16])[C:11]=1[O:6][CH3:3]. The yield is 0.940.